Dataset: Forward reaction prediction with 1.9M reactions from USPTO patents (1976-2016). Task: Predict the product of the given reaction. Given the reactants [CH2:1]([O:8][C:9]1[CH:10]=[CH:11][C:12]([OH:38])=[C:13]([CH:15]2[C:23]3[C:18](=[CH:19][CH:20]=[CH:21][CH:22]=3)[N:17]([CH:24]([C:31]3[CH:36]=[CH:35][CH:34]=[CH:33][CH:32]=3)[C:25]3[CH:30]=[CH:29][CH:28]=[CH:27][CH:26]=3)[C:16]2=[O:37])[CH:14]=1)[C:2]1[CH:7]=[CH:6][CH:5]=[CH:4][CH:3]=1.[C:39]1(C(C2C=CC=CC=2)N2C3C(=CC=CC=3)C(C3C=C(C)C(OC)=CC=3O)C2=O)C=CC=CC=1, predict the reaction product. The product is: [CH2:1]([O:8][C:9]1[CH:10]=[CH:11][C:12]2[O:38][CH2:39][C:15]3([C:23]4[C:18](=[CH:19][CH:20]=[CH:21][CH:22]=4)[N:17]([CH:24]([C:25]4[CH:26]=[CH:27][CH:28]=[CH:29][CH:30]=4)[C:31]4[CH:32]=[CH:33][CH:34]=[CH:35][CH:36]=4)[C:16]3=[O:37])[C:13]=2[CH:14]=1)[C:2]1[CH:3]=[CH:4][CH:5]=[CH:6][CH:7]=1.